From a dataset of Reaction yield outcomes from USPTO patents with 853,638 reactions. Predict the reaction yield, written as a fraction of the theoretical maximum amount of product (1.0 means a 100% yield; for example, 0.34 means a 34% yield). (1) The reactants are [CH3:1][C:2]1[N:3]=[CH:4][N:5]([C:7]2[CH:14]=[CH:13][C:12]([C:15]([F:18])([F:17])[F:16])=[CH:11][C:8]=2[C:9]#[N:10])[CH:6]=1.[CH3:19][N+:20]([CH3:22])=[CH2:21].[I-]. The catalyst is CN(C=O)C. The product is [CH3:19][N:20]([CH2:22][C:6]1[N:5]([C:7]2[CH:14]=[CH:13][C:12]([C:15]([F:18])([F:16])[F:17])=[CH:11][C:8]=2[C:9]#[N:10])[CH:4]=[N:3][C:2]=1[CH3:1])[CH3:21]. The yield is 0.530. (2) The reactants are [BH4-].[Li+].Cl[Si](C)(C)C.[Br:8][C:9]1[CH:14]=[CH:13][C:12]([CH:15]=[CH:16][N+:17]([O-])=O)=[C:11]([Cl:20])[CH:10]=1. The product is [Br:8][C:9]1[CH:14]=[CH:13][C:12]([CH2:15][CH2:16][NH2:17])=[C:11]([Cl:20])[CH:10]=1. The catalyst is O1CCCC1. The yield is 0.950. (3) The reactants are [NH2:1][C:2]1[CH:16]=[CH:15][C:5]([O:6][C:7]2[CH:14]=[CH:13][C:10]([C:11]#[N:12])=[CH:9][CH:8]=2)=[C:4](Br)[CH:3]=1.[CH3:18][C:19]1([CH3:35])[C:23]([CH3:25])([CH3:24])[O:22][B:21]([B:21]2[O:22][C:23]([CH3:25])([CH3:24])[C:19]([CH3:35])([CH3:18])[O:20]2)[O:20]1.C([O-])(=O)C.[K+]. The catalyst is O1CCOCC1.C1C=CC(/C=C/C(/C=C/C2C=CC=CC=2)=O)=CC=1.C1C=CC(/C=C/C(/C=C/C2C=CC=CC=2)=O)=CC=1.C1C=CC(/C=C/C(/C=C/C2C=CC=CC=2)=O)=CC=1.[Pd].[Pd]. The product is [NH2:1][C:2]1[CH:16]=[CH:15][C:5]([O:6][C:7]2[CH:14]=[CH:13][C:10]([C:11]#[N:12])=[CH:9][CH:8]=2)=[C:4]([B:21]2[O:22][C:23]([CH3:25])([CH3:24])[C:19]([CH3:35])([CH3:18])[O:20]2)[CH:3]=1. The yield is 0.980. (4) The reactants are [F:1][C:2]1[CH:3]=[C:4]([CH:7]=[C:8]([F:10])[CH:9]=1)[CH:5]=[O:6].[CH3:11][Mg]Br. The catalyst is C1COCC1. The product is [F:1][C:2]1[CH:3]=[C:4]([CH:5]([OH:6])[CH3:11])[CH:7]=[C:8]([F:10])[CH:9]=1. The yield is 0.904.